Dataset: Reaction yield outcomes from USPTO patents with 853,638 reactions. Task: Predict the reaction yield, written as a fraction of the theoretical maximum amount of product (1.0 means a 100% yield; for example, 0.34 means a 34% yield). (1) The reactants are [CH2:1]([CH:3]([CH2:20][CH3:21])[CH:4]([NH2:19])[C:5]1[N:9]([CH2:10][C:11]2[CH:16]=[CH:15][C:14]([O:17][CH3:18])=[CH:13][CH:12]=2)[N:8]=[CH:7][CH:6]=1)[CH3:2].[Cl:22][C:23]1[CH:28]=[CH:27][C:26]([S:29](Cl)(=[O:31])=[O:30])=[CH:25][CH:24]=1.S(Cl)(Cl)(=O)=O. No catalyst specified. The product is [Cl:22][C:23]1[CH:28]=[CH:27][C:26]([S:29]([NH:19][CH:4]([C:5]2[N:9]([CH2:10][C:11]3[CH:12]=[CH:13][C:14]([O:17][CH3:18])=[CH:15][CH:16]=3)[N:8]=[CH:7][CH:6]=2)[CH:3]([CH2:1][CH3:2])[CH2:20][CH3:21])(=[O:31])=[O:30])=[CH:25][CH:24]=1. The yield is 0.520. (2) The reactants are [CH3:1][O:2][C:3]([CH:5]1[CH:9]([OH:10])[CH2:8][CH2:7][N:6]1[C:11]([O:13][C:14]([CH3:17])([CH3:16])[CH3:15])=[O:12])=[O:4].N1C=CN=C1.[Si:23](Cl)([C:26]([CH3:29])([CH3:28])[CH3:27])([CH3:25])[CH3:24]. The catalyst is C(Cl)Cl.Cl. The product is [CH3:1][O:2][C:3]([CH:5]1[CH:9]([O:10][Si:23]([C:26]([CH3:29])([CH3:28])[CH3:27])([CH3:25])[CH3:24])[CH2:8][CH2:7][N:6]1[C:11]([O:13][C:14]([CH3:17])([CH3:16])[CH3:15])=[O:12])=[O:4]. The yield is 0.990. (3) The reactants are [F:1][C:2]1[CH:3]=[C:4]([CH:20]=[C:21]([F:24])[C:22]=1[F:23])[CH2:5][CH:6]1[CH2:11][CH:10]([C:12]([O:14]C)=[O:13])[CH2:9][CH2:8][N:7]1[C:16]([O:18][CH3:19])=[O:17].[Br-].[Li+].C(N(CC)CC)C.CC(OC)(C)C. The catalyst is C(#N)C.O. The product is [CH3:19][O:18][C:16]([N:7]1[CH2:8][CH2:9][CH:10]([C:12]([OH:14])=[O:13])[CH2:11][CH:6]1[CH2:5][C:4]1[CH:3]=[C:2]([F:1])[C:22]([F:23])=[C:21]([F:24])[CH:20]=1)=[O:17]. The yield is 0.890. (4) The reactants are [CH2:1]([C:8]1[O:9][C:10]([CH3:27])=[C:11]([CH3:26])[C:12]=1[C:13]([C:15]1[CH:20]=[C:19]([CH2:21][CH3:22])[C:18]([OH:23])=[C:17]([CH2:24][CH3:25])[CH:16]=1)=[O:14])[C:2]1[CH:7]=[CH:6][CH:5]=[CH:4][CH:3]=1.Cl[S:29]([C:32]1[CH:40]=[CH:39][C:35]([C:36]([OH:38])=[O:37])=[C:34]([OH:41])[CH:33]=1)(=[O:31])=[O:30]. No catalyst specified. The product is [CH2:1]([C:8]1[O:9][C:10]([CH3:27])=[C:11]([CH3:26])[C:12]=1[C:13]([C:15]1[CH:16]=[C:17]([CH2:24][CH3:25])[C:18]([O:23][S:29]([C:32]2[CH:40]=[CH:39][C:35]([C:36]([OH:38])=[O:37])=[C:34]([OH:41])[CH:33]=2)(=[O:31])=[O:30])=[C:19]([CH2:21][CH3:22])[CH:20]=1)=[O:14])[C:2]1[CH:3]=[CH:4][CH:5]=[CH:6][CH:7]=1. The yield is 0.320.